Dataset: Forward reaction prediction with 1.9M reactions from USPTO patents (1976-2016). Task: Predict the product of the given reaction. Given the reactants [C:1]([Mg]Br)#[CH:2].[CH3:5][C:6]1[CH:11]2[CH2:12][CH:8]([CH2:9][CH2:10]2)[C:7]=1[CH2:13][CH:14]=[O:15].Cl, predict the reaction product. The product is: [CH3:5][C:6]1[CH:11]2[CH2:12][CH:8]([CH2:9][CH2:10]2)[C:7]=1[CH2:13][CH:14]([OH:15])[C:1]#[CH:2].